Predict the product of the given reaction. From a dataset of Forward reaction prediction with 1.9M reactions from USPTO patents (1976-2016). (1) Given the reactants C1(P(=O)(C2C=CC=CC=2)C2C=CC=CC=2)C=CC=CC=1.[NH2:21][CH2:22][CH2:23][NH:24][C:25](=O)[CH2:26][S:27][C:28]1[CH:33]=[CH:32][CH:31]=[C:30]([CH:34]([C:43]2[NH:47][C:46]3[CH:48]=[CH:49][CH:50]=[CH:51][C:45]=3[N:44]=2)[O:35][CH:36]2[CH2:41][CH2:40][N:39]([CH3:42])[CH2:38][CH2:37]2)[CH:29]=1.C(O)(=O)C(O)=O, predict the reaction product. The product is: [NH:24]1[CH2:23][CH2:22][N:21]=[C:25]1[CH2:26][S:27][C:28]1[CH:29]=[C:30]([CH:34]([O:35][CH:36]2[CH2:41][CH2:40][N:39]([CH3:42])[CH2:38][CH2:37]2)[C:43]2[NH:47][C:46]3[CH:48]=[CH:49][CH:50]=[CH:51][C:45]=3[N:44]=2)[CH:31]=[CH:32][CH:33]=1. (2) Given the reactants [OH:1][C:2]1[CH:7]=[CH:6][C:5]([CH2:8][CH2:9][C:10]([O:12]C)=[O:11])=[CH:4][CH:3]=1.[CH3:14][C:15]1[CH:20]=[CH:19][CH:18]=[C:17]([CH2:21][CH2:22][CH3:23])[C:16]=1[C:24]1[CH:29]=[CH:28][CH:27]=[C:26]([CH2:30]O)[CH:25]=1.C(P(CCCC)CCCC)CCC.N(C(N1CCCCC1)=O)=NC(N1CCCCC1)=O.Cl, predict the reaction product. The product is: [CH3:14][C:15]1[CH:20]=[CH:19][CH:18]=[C:17]([CH2:21][CH2:22][CH3:23])[C:16]=1[C:24]1[CH:29]=[CH:28][CH:27]=[C:26]([CH2:30][O:1][C:2]2[CH:3]=[CH:4][C:5]([CH2:8][CH2:9][C:10]([OH:12])=[O:11])=[CH:6][CH:7]=2)[CH:25]=1. (3) The product is: [CH3:22][O:21][C:3]1[CH:4]=[C:5]([N:8]2[CH2:9][CH2:10][NH:11][CH2:12][CH2:13]2)[CH:6]=[CH:7][C:2]=1[NH:1][C:30]1[N:31]=[CH:32][C:33]2[C:24]([CH3:23])=[CH:25][C:26](=[O:48])[N:27]([C:37]3[CH:38]=[C:39]([NH:43][C:44](=[O:47])[CH:45]=[CH2:46])[CH:40]=[CH:41][CH:42]=3)[C:28]=2[N:29]=1. Given the reactants [NH2:1][C:2]1[CH:7]=[CH:6][C:5]([N:8]2[CH2:13][CH2:12][N:11](C(OC(C)(C)C)=O)[CH2:10][CH2:9]2)=[CH:4][C:3]=1[O:21][CH3:22].[CH3:23][C:24]1[C:33]2[CH:32]=[N:31][C:30](S(C)=O)=[N:29][C:28]=2[N:27]([C:37]2[CH:38]=[C:39]([NH:43][C:44](=[O:47])[CH:45]=[CH2:46])[CH:40]=[CH:41][CH:42]=2)[C:26](=[O:48])[CH:25]=1.CCN(C(C)C)C(C)C.O1CCOCC1, predict the reaction product.